Dataset: Human Reference Interactome with 51,813 positive PPI pairs across 8,248 proteins, plus equal number of experimentally-validated negative pairs. Task: Binary Classification. Given two protein amino acid sequences, predict whether they physically interact or not. (1) Protein 1 (ENSG00000265972) has sequence MPPKHSLSHRCILSVTASLMATRFSFPSGENEMVIMRPGNKYEYKFGFELPQGPLGTSFKGKYGCVDYWVKAFLDRPSQPTQETKKNFEVVDLVDVNTPDLMAPVSAKKEKKVSCMFIPDGRVSVSARIDRKGFCEGDEISIHADFENTCSRIVVPKAAIVARHTYLANGQTKVLTQKLSSVRGNHIISGTCASWRGKSLRVQKIRPSILGCNILRVEYSLLIYVSVPGSKKVILDLPLVIGSRSGLSSRTSSMASRTSSEMSWVDLNIPDTPEAPPCYMDVIPEDHRLESPTTPLLDDM.... Protein 2 (ENSG00000136193) has sequence MAAAPPSYCFVAFPPRAKDGLVVFGKNSARPRDEVQEVVYFSAADHEPESKVECTYISIDQVPRTYAIMISRPAWLWGAEMGANEHGVCIANEAINTREPAAEIEALLGMDLVRLGLERGETAKEALDVIVSLLEEHGQGGNYFEDANSCHSFQSAYLIVDRDEAWVLETIGKYWAAEKVTEGVRCICSQLSLTTKMDAEHPELRSYAQSQGWWTGEGEFNFSEVFSPVEDHLDCGAGKDSLEKQEESITVQTMMNTLRDKASGVCIDSEFFLTTASGVSVLPQNRSSPCIHYFTGTPDP.... Result: 0 (the proteins do not interact). (2) Protein 1 (ENSG00000166012) has sequence MDKSGIDSLDHVTSDAVELANRSDNSSDSSLFKTQCIPYSPKGEKRNPIRKFVRTPESVHASDSSSDSSFEPIPLTIKAIFERFKNRKKRYKKKKKRRYQPTGRPRGRPEGRRNPIYSLIDKKKQFRSRGSGFPFLESENEKNAPWRKILTFEQAVARGFFNYIEKLKYEHHLKESLKQMNVGEDLENEDFDSRRYKFLDDDGSISPIEESTAEDEDATHLEDNECDIKLAGDSFIVSSEFPVRLSVYLEEEDITEEAALSKKRATKAKNTGQRGLKM*EDATHLEDNECDIKLAGDSFI.... Protein 2 (ENSG00000186017) has sequence MAQESVMFSDVSVDFSQEEWECLNDDQRDLYRDVMLENYSNLVSMGHSISKPNVISYLEQGKEPWLADRELTRGQWPVLESRCETKKLFLKKEIYEIESTQWEIMEKLTRRDFQCSSFRDDWECNRQFKKELGSQGGHFNQLVFTHEDLPTLSHHPSFTLQQIINSKKKFCASKEYRKTFRHGSQFATHEIIHTIEKPYECKECGKSFRHPSRLTHHQKIHTGKKPFECKECGKTFICGSDLTRHHRIHTGEKPYECKECGKAFSSGSNFTRHQRIHTGEKPYECKECGKAFSSGSNFTQ.... Result: 0 (the proteins do not interact). (3) Protein 1 (ENSG00000159556) has sequence MVDIIFHYPFLGAMGDHSKKKPGTAMCVGCGSQIHDQFILRVSPDLEWHAACLKCAECSQYLDETCTCFVRDGKTYCKRDYVRLFGIKCAKCQVGFSSSDLVMRARDSVYHIECFRCSVCSRQLLPGDEFSLREHELLCRADHGLLLERAAAGSPRSPGPLPGARGLHLPDAGSGRQPALRPHVHKQTEKTTRVRTVLNEKQLHTLRTCYAANPRPDALMKEQLVEMTGLSPRVIRVWFQNKRCKDKKKSILMKQLQQQQHSDKTSLQGLTGTPLVAGSPIRHENAVQGSAVEVQTYQPP.... Protein 2 (ENSG00000063322) has sequence MAASQQQASAASSAAGVSGPSSAGGPGPQQQPQPPAQLVGPAQSGLLQQQQQDFDPVQRYKMLIPQLKESLQTLMKVAAQNLIQNTNIDNGQKSSDGPIQRFDKCLEEFYALCDQLELCLRLAHECLSQSCDSAKHSPTLVPTATKPDAVQPDSLPYPQYLAVIKAQISCAKDIHTALLDCANKVTGKTPAPPAGPGGTL*MAASQQQASAASSAAGVSGPSSAGGPGPQQQPQPPAQLVGPAQSGLLQQQQQDFDPVQRYKMLIPQLKESLQTLMKVAAQNLIQNTNIDNGQKSSDGPI.... Result: 0 (the proteins do not interact).